This data is from Peptide-MHC class I binding affinity with 185,985 pairs from IEDB/IMGT. The task is: Regression. Given a peptide amino acid sequence and an MHC pseudo amino acid sequence, predict their binding affinity value. This is MHC class I binding data. The peptide sequence is HKIPDPQGM. The MHC is HLA-B15:17 with pseudo-sequence HLA-B15:17. The binding affinity (normalized) is 0.0847.